Predict the reaction yield, written as a fraction of the theoretical maximum amount of product (1.0 means a 100% yield; for example, 0.34 means a 34% yield). From a dataset of Reaction yield outcomes from USPTO patents with 853,638 reactions. The reactants are [F:1][C:2]([F:13])([F:12])[C:3]1[CH:8]=[N:7][N:6]2[CH:9]=[CH:10][N:11]=[C:5]2[N:4]=1.C([O-])(=O)C.[Na+].[Br:19]Br. The catalyst is C(O)(=O)C. The product is [Br:19][C:9]1[N:6]2[N:7]=[CH:8][C:3]([C:2]([F:1])([F:12])[F:13])=[N:4][C:5]2=[N:11][CH:10]=1. The yield is 0.660.